From a dataset of NCI-60 drug combinations with 297,098 pairs across 59 cell lines. Regression. Given two drug SMILES strings and cell line genomic features, predict the synergy score measuring deviation from expected non-interaction effect. (1) Drug 1: C1C(C(OC1N2C=C(C(=O)NC2=O)F)CO)O. Drug 2: C1CN(P(=O)(OC1)NCCCl)CCCl. Cell line: TK-10. Synergy scores: CSS=16.1, Synergy_ZIP=-6.63, Synergy_Bliss=-6.74, Synergy_Loewe=-86.7, Synergy_HSA=-3.98. (2) Drug 1: CN1C(=O)N2C=NC(=C2N=N1)C(=O)N. Drug 2: CC12CCC3C(C1CCC2O)C(CC4=C3C=CC(=C4)O)CCCCCCCCCS(=O)CCCC(C(F)(F)F)(F)F. Cell line: HCC-2998. Synergy scores: CSS=-4.28, Synergy_ZIP=2.12, Synergy_Bliss=-4.81, Synergy_Loewe=-5.20, Synergy_HSA=-8.53. (3) Drug 1: C1=CC(=CC=C1C#N)C(C2=CC=C(C=C2)C#N)N3C=NC=N3. Drug 2: CC1=C(C=C(C=C1)NC(=O)C2=CC=C(C=C2)CN3CCN(CC3)C)NC4=NC=CC(=N4)C5=CN=CC=C5. Cell line: EKVX. Synergy scores: CSS=-2.23, Synergy_ZIP=6.52, Synergy_Bliss=-1.55, Synergy_Loewe=-1.17, Synergy_HSA=-2.82. (4) Drug 1: C1=NC2=C(N1)C(=S)N=C(N2)N. Drug 2: CC1=C(C(=O)C2=C(C1=O)N3CC4C(C3(C2COC(=O)N)OC)N4)N. Cell line: HOP-92. Synergy scores: CSS=22.0, Synergy_ZIP=-6.67, Synergy_Bliss=1.56, Synergy_Loewe=-1.14, Synergy_HSA=0.429. (5) Drug 1: CC12CCC(CC1=CCC3C2CCC4(C3CC=C4C5=CN=CC=C5)C)O. Drug 2: CCC1=CC2CC(C3=C(CN(C2)C1)C4=CC=CC=C4N3)(C5=C(C=C6C(=C5)C78CCN9C7C(C=CC9)(C(C(C8N6C)(C(=O)OC)O)OC(=O)C)CC)OC)C(=O)OC.C(C(C(=O)O)O)(C(=O)O)O. Cell line: K-562. Synergy scores: CSS=84.0, Synergy_ZIP=11.6, Synergy_Bliss=11.7, Synergy_Loewe=-3.73, Synergy_HSA=13.2. (6) Drug 1: C1=CC(=C2C(=C1NCCNCCO)C(=O)C3=C(C=CC(=C3C2=O)O)O)NCCNCCO. Drug 2: CC1=C(N=C(N=C1N)C(CC(=O)N)NCC(C(=O)N)N)C(=O)NC(C(C2=CN=CN2)OC3C(C(C(C(O3)CO)O)O)OC4C(C(C(C(O4)CO)O)OC(=O)N)O)C(=O)NC(C)C(C(C)C(=O)NC(C(C)O)C(=O)NCCC5=NC(=CS5)C6=NC(=CS6)C(=O)NCCC[S+](C)C)O. Cell line: PC-3. Synergy scores: CSS=21.9, Synergy_ZIP=-2.43, Synergy_Bliss=-2.21, Synergy_Loewe=0.715, Synergy_HSA=1.42. (7) Drug 1: CC1CCC2CC(C(=CC=CC=CC(CC(C(=O)C(C(C(=CC(C(=O)CC(OC(=O)C3CCCCN3C(=O)C(=O)C1(O2)O)C(C)CC4CCC(C(C4)OC)O)C)C)O)OC)C)C)C)OC. Drug 2: C1C(C(OC1N2C=NC(=NC2=O)N)CO)O. Cell line: LOX IMVI. Synergy scores: CSS=12.3, Synergy_ZIP=-4.86, Synergy_Bliss=0.839, Synergy_Loewe=1.45, Synergy_HSA=2.05. (8) Drug 1: CCCS(=O)(=O)NC1=C(C(=C(C=C1)F)C(=O)C2=CNC3=C2C=C(C=N3)C4=CC=C(C=C4)Cl)F. Drug 2: CC1C(C(=O)NC(C(=O)N2CCCC2C(=O)N(CC(=O)N(C(C(=O)O1)C(C)C)C)C)C(C)C)NC(=O)C3=C4C(=C(C=C3)C)OC5=C(C(=O)C(=C(C5=N4)C(=O)NC6C(OC(=O)C(N(C(=O)CN(C(=O)C7CCCN7C(=O)C(NC6=O)C(C)C)C)C)C(C)C)C)N)C. Cell line: SK-OV-3. Synergy scores: CSS=11.2, Synergy_ZIP=12.4, Synergy_Bliss=17.2, Synergy_Loewe=15.7, Synergy_HSA=15.8. (9) Drug 1: C1=NC2=C(N=C(N=C2N1C3C(C(C(O3)CO)O)O)F)N. Drug 2: C1=NC2=C(N1)C(=S)N=CN2. Cell line: K-562. Synergy scores: CSS=39.1, Synergy_ZIP=-0.422, Synergy_Bliss=1.86, Synergy_Loewe=-26.8, Synergy_HSA=2.01.